Dataset: Forward reaction prediction with 1.9M reactions from USPTO patents (1976-2016). Task: Predict the product of the given reaction. Given the reactants [Cl:1][C:2]1[CH:7]=[CH:6][C:5]([C:8]2([CH3:38])[C:12]([C:14]3[CH:19]=[CH:18][C:17]([Cl:20])=[CH:16][CH:15]=3)([CH3:13])[N:11]([C:21](Cl)=[O:22])[C:10]([C:24]3[CH:29]=[CH:28][C:27]([C:30]([C:33]#[N:34])([CH3:32])[CH3:31])=[CH:26][C:25]=3[O:35][CH2:36][CH3:37])=[N:9]2)=[CH:4][CH:3]=1.[N:39]1([CH2:45][C:46]([N:48]2[CH2:52][CH2:51][CH2:50][CH2:49]2)=[O:47])[CH2:44][CH2:43][NH:42][CH2:41][CH2:40]1, predict the reaction product. The product is: [Cl:1][C:2]1[CH:3]=[CH:4][C:5]([C@@:8]2([CH3:38])[C@:12]([C:14]3[CH:15]=[CH:16][C:17]([Cl:20])=[CH:18][CH:19]=3)([CH3:13])[N:11]([C:21]([N:42]3[CH2:41][CH2:40][N:39]([CH2:45][C:46](=[O:47])[N:48]4[CH2:49][CH2:50][CH2:51][CH2:52]4)[CH2:44][CH2:43]3)=[O:22])[C:10]([C:24]3[CH:29]=[CH:28][C:27]([C:30]([CH3:31])([CH3:32])[C:33]#[N:34])=[CH:26][C:25]=3[O:35][CH2:36][CH3:37])=[N:9]2)=[CH:6][CH:7]=1.